This data is from Reaction yield outcomes from USPTO patents with 853,638 reactions. The task is: Predict the reaction yield, written as a fraction of the theoretical maximum amount of product (1.0 means a 100% yield; for example, 0.34 means a 34% yield). The reactants are [OH:1][CH2:2][C:3]([CH3:27])([CH3:26])[CH2:4][NH:5][C:6]([C:8]1[C:16]2[C:11](=[N:12][CH:13]=[C:14](Br)[N:15]=2)[N:10]([CH2:18][O:19][CH2:20][CH2:21][Si:22]([CH3:25])([CH3:24])[CH3:23])[CH:9]=1)=[O:7].C(=O)([O-])[O-].[K+].[K+].[CH3:34][C:35]1([CH3:40])[CH2:39][CH2:38][NH:37][CH2:36]1.N1CCCC1C(O)=O. The catalyst is CS(C)=O.[Cu]I.C(OCC)(=O)C.O. The product is [OH:1][CH2:2][C:3]([CH3:27])([CH3:26])[CH2:4][NH:5][C:6]([C:8]1[C:16]2[C:11](=[N:12][CH:13]=[C:14]([N:37]3[CH2:38][CH2:39][C:35]([CH3:40])([CH3:34])[CH2:36]3)[N:15]=2)[N:10]([CH2:18][O:19][CH2:20][CH2:21][Si:22]([CH3:25])([CH3:24])[CH3:23])[CH:9]=1)=[O:7]. The yield is 0.830.